From a dataset of hERG potassium channel inhibition data for cardiac toxicity prediction from Karim et al.. Regression/Classification. Given a drug SMILES string, predict its toxicity properties. Task type varies by dataset: regression for continuous values (e.g., LD50, hERG inhibition percentage) or binary classification for toxic/non-toxic outcomes (e.g., AMES mutagenicity, cardiotoxicity, hepatotoxicity). Dataset: herg_karim. The drug is CC(c1nc(-c2ccc(S(C)(=O)=O)cc2Cl)no1)C([NH3+])C(F)=C1CCCC1. The result is 0 (non-blocker).